From a dataset of Forward reaction prediction with 1.9M reactions from USPTO patents (1976-2016). Predict the product of the given reaction. (1) Given the reactants [CH3:1][S:2]([CH2:5][C:6](=[CH2:11])[C:7]([O:9]C)=[O:8])(=[O:4])=[O:3].[OH-].[Li+].S([O-])(O)(=O)=O.[K+], predict the reaction product. The product is: [CH3:1][S:2]([CH2:5][C:6](=[CH2:11])[C:7]([OH:9])=[O:8])(=[O:4])=[O:3]. (2) The product is: [CH:61]([C:64]1[CH:69]=[CH:68][CH:67]=[CH:66][C:65]=1[N:70]1[C:4](=[O:3])[CH2:5][S:72]/[C:71]/1=[N:73]\[C:33]([NH:32][CH2:35][CH:36]([C:39]1[CH:40]=[CH:41][C:42]([C:45]2[N:49]=[CH:48][N:47]([C:50]3[CH:51]=[CH:52][C:53]([O:56][C:57]([F:59])([F:58])[F:60])=[CH:54][CH:55]=3)[N:46]=2)=[CH:43][CH:44]=1)[CH2:37][CH3:38])=[O:34])([CH3:63])[CH3:62]. Given the reactants FC(F)(F)[O:3][C:4]1C=CC(N2C=NC(C3C=CC(C(CC)CC(N=[N+]=[N-])=O)=CC=3)=N2)=C[CH:5]=1.[N:32]([CH2:35][CH:36]([C:39]1[CH:44]=[CH:43][C:42]([C:45]2[N:49]=[CH:48][N:47]([C:50]3[CH:55]=[CH:54][C:53]([O:56][C:57]([F:60])([F:59])[F:58])=[CH:52][CH:51]=3)[N:46]=2)=[CH:41][CH:40]=1)[CH2:37][CH3:38])=[C:33]=[O:34].[CH:61]([C:64]1[CH:69]=[CH:68][CH:67]=[CH:66][C:65]=1[NH:70][C:71]([NH2:73])=[S:72])([CH3:63])[CH3:62], predict the reaction product.